From a dataset of Peptide-MHC class II binding affinity with 134,281 pairs from IEDB. Regression. Given a peptide amino acid sequence and an MHC pseudo amino acid sequence, predict their binding affinity value. This is MHC class II binding data. (1) The peptide sequence is QLQPFPQPQLPYPQPQP. The MHC is DRB1_1101 with pseudo-sequence DRB1_1101. The binding affinity (normalized) is 0. (2) The peptide sequence is SQDLELSWNSNGLQAY. The MHC is HLA-DQA10301-DQB10302 with pseudo-sequence HLA-DQA10301-DQB10302. The binding affinity (normalized) is 0.431. (3) The peptide sequence is AAYLATRGLDVVDAV. The MHC is DRB1_0301 with pseudo-sequence DRB1_0301. The binding affinity (normalized) is 0.156. (4) The peptide sequence is TLWQRPLVTIKIGGQLTEAL. The MHC is HLA-DPA10201-DPB10101 with pseudo-sequence HLA-DPA10201-DPB10101. The binding affinity (normalized) is 0.355.